Predict the reaction yield, written as a fraction of the theoretical maximum amount of product (1.0 means a 100% yield; for example, 0.34 means a 34% yield). From a dataset of Reaction yield outcomes from USPTO patents with 853,638 reactions. (1) The reactants are I[C:2]1[CH:7]=[CH:6][CH:5]=[CH:4][C:3]=1[C:8]([F:11])([F:10])[F:9]. The catalyst is [Cu].CN(C=O)C. The product is [F:9][C:8]([F:11])([F:10])[C:3]1[CH:4]=[CH:5][CH:6]=[CH:7][C:2]=1[C:2]1[CH:7]=[CH:6][CH:5]=[CH:4][C:3]=1[C:8]([F:11])([F:10])[F:9]. The yield is 0.780. (2) The reactants are [F:1][C:2]1[CH:3]=[C:4]([C:27]2[C:28]([C:33]#[N:34])=[CH:29][CH:30]=[CH:31][CH:32]=2)[CH:5]=[CH:6][C:7]=1[CH2:8][C:9]1[C:14](=[O:15])[N:13]([C:16]2[CH:21]=[CH:20][C:19]([OH:22])=[CH:18][CH:17]=2)[C:12]([CH3:23])=[N:11][C:10]=1[CH2:24][CH2:25][CH3:26].[Si](O[CH:43]1[CH2:48][CH2:47][CH:46]([OH:49])[CH2:45][CH2:44]1)(C(C)(C)C)(C)C.C1(P(C2C=CC=CC=2)C2C=CC=CC=2)C=CC=CC=1.[N:70]([C:71]([O:73]C(C)C)=[O:72])=[N:70][C:71]([O:73]C(C)C)=[O:72]. The catalyst is O1CCCC1.O.C(OCC)(=O)C. The product is [F:1][C:2]1[CH:3]=[C:4]([C:27]2[CH:32]=[CH:31][CH:30]=[CH:29][C:28]=2[C:33]2[NH:70][C:71](=[O:72])[O:73][N:34]=2)[CH:5]=[CH:6][C:7]=1[CH2:8][C:9]1[C:14](=[O:15])[N:13]([C:16]2[CH:21]=[CH:20][C:19]([O:22][CH:43]3[CH2:44][CH2:45][CH:46]([OH:49])[CH2:47][CH2:48]3)=[CH:18][CH:17]=2)[C:12]([CH3:23])=[N:11][C:10]=1[CH2:24][CH2:25][CH3:26]. The yield is 0.430. (3) The catalyst is C1COCC1.CCO.O. The yield is 0.980. The product is [Cl:15][C:11]1[CH:12]=[C:13]2[C:8](=[C:9]([CH2:16][C:17]#[N:18])[CH:10]=1)[NH:7][C:6]([C:4]([OH:5])=[O:3])=[CH:14]2. The reactants are C([O:3][C:4]([C:6]1[NH:7][C:8]2[C:13]([CH:14]=1)=[CH:12][C:11]([Cl:15])=[CH:10][C:9]=2[CH2:16][C:17]#[N:18])=[O:5])C.O[Li].O.Cl. (4) The reactants are Br[C:2]1[CH:10]=[C:9]2[C:5]([C:6]3[CH2:16][CH2:15][CH2:14][N:13]([C:17]([O:19][C:20]([CH3:23])([CH3:22])[CH3:21])=[O:18])[CH2:12][C:7]=3[N:8]2[CH3:11])=[CH:4][CH:3]=1.[F:24][C:25]([F:40])([F:39])[C:26]1[CH:27]=[CH:28][C:29]([C:32]2[CH:37]=[CH:36][NH:35][C:34](=[O:38])[CH:33]=2)=[N:30][CH:31]=1.C([O-])([O-])=O.[Cs+].[Cs+].OC1C=CC=C2C=1N=CC=C2. The catalyst is CS(C)=O.[Cu](I)I. The product is [CH3:11][N:8]1[C:9]2[C:5](=[CH:4][CH:3]=[C:2]([N:35]3[CH:36]=[CH:37][C:32]([C:29]4[CH:28]=[CH:27][C:26]([C:25]([F:24])([F:39])[F:40])=[CH:31][N:30]=4)=[CH:33][C:34]3=[O:38])[CH:10]=2)[C:6]2[CH2:16][CH2:15][CH2:14][N:13]([C:17]([O:19][C:20]([CH3:23])([CH3:22])[CH3:21])=[O:18])[CH2:12][C:7]1=2. The yield is 0.200. (5) The reactants are [OH:1][CH:2]1[CH2:5][N:4]([C:6]2[S:7][CH:8]=[C:9]([C:11](=[O:18])[NH:12][C@H:13]([CH2:16][OH:17])[CH2:14][CH3:15])[N:10]=2)[CH2:3]1.[Si:19](Cl)([C:22]([CH3:25])([CH3:24])[CH3:23])([CH3:21])[CH3:20].N1C=CN=C1. The catalyst is CN(C)C=O. The product is [Si:19]([O:17][CH2:16][C@@H:13]([NH:12][C:11]([C:9]1[N:10]=[C:6]([N:4]2[CH2:5][CH:2]([OH:1])[CH2:3]2)[S:7][CH:8]=1)=[O:18])[CH2:14][CH3:15])([C:22]([CH3:25])([CH3:24])[CH3:23])([CH3:21])[CH3:20]. The yield is 0.740.